This data is from Catalyst prediction with 721,799 reactions and 888 catalyst types from USPTO. The task is: Predict which catalyst facilitates the given reaction. (1) Reactant: [Br:1][C:2]1[CH:9]=[CH:8][C:7]([OH:10])=[CH:6][C:3]=1[CH:4]=[O:5].[H-].[Na+].[CH3:13][O:14][CH2:15]Cl.[Cl-].[NH4+]. Product: [Br:1][C:2]1[CH:9]=[CH:8][C:7]([O:10][CH2:13][O:14][CH3:15])=[CH:6][C:3]=1[CH:4]=[O:5]. The catalyst class is: 7. (2) Reactant: C[Al](C)C.[CH3:5][C:6]1[CH:7]=[CH:8][C:9]([NH2:12])=[N:10][CH:11]=1.[Si:13]([O:20][C@@H:21]([CH2:26][O:27][CH2:28][CH3:29])[C:22](OC)=[O:23])([C:16]([CH3:19])([CH3:18])[CH3:17])([CH3:15])[CH3:14].C(O)(=O)CC(CC(O)=O)(C(O)=O)O. Product: [Si:13]([O:20][C@@H:21]([CH2:26][O:27][CH2:28][CH3:29])[C:22]([NH:12][C:9]1[CH:8]=[CH:7][C:6]([CH3:5])=[CH:11][N:10]=1)=[O:23])([C:16]([CH3:19])([CH3:18])[CH3:17])([CH3:15])[CH3:14]. The catalyst class is: 93.